The task is: Predict the reaction yield, written as a fraction of the theoretical maximum amount of product (1.0 means a 100% yield; for example, 0.34 means a 34% yield).. This data is from Reaction yield outcomes from USPTO patents with 853,638 reactions. (1) The reactants are Cl[C:2]1[CH:3]=[C:4]([NH:10][C:11]2[CH:16]=[CH:15][N:14]=[C:13]([CH3:17])[N:12]=2)[C:5](=[O:9])[N:6]([CH3:8])[N:7]=1.[C:18]([O:21][CH2:22][C:23]1[C:24]([N:32]2[CH2:43][CH2:42][N:41]3[C:34](=[CH:35][C:36]4[CH2:37][C:38]([CH3:45])([CH3:44])[CH2:39][C:40]=43)[C:33]2=[O:46])=[N:25][CH:26]=[CH:27][C:28]=1B(O)O)(=[O:20])[CH3:19].[O-]P([O-])([O-])=O.[K+].[K+].[K+].C([O-])(=O)C.[Na+]. The catalyst is C1C=CC(P(C2C=CC=CC=2)[C-]2C=CC=C2)=CC=1.C1C=CC(P(C2C=CC=CC=2)[C-]2C=CC=C2)=CC=1.Cl[Pd]Cl.[Fe+2].O.C(#N)C. The product is [C:18]([O:21][CH2:22][C:23]1[C:24]([N:32]2[CH2:43][CH2:42][N:41]3[C:34](=[CH:35][C:36]4[CH2:37][C:38]([CH3:45])([CH3:44])[CH2:39][C:40]=43)[C:33]2=[O:46])=[N:25][CH:26]=[CH:27][C:28]=1[C:2]1[CH:3]=[C:4]([NH:10][C:11]2[CH:16]=[CH:15][N:14]=[C:13]([CH3:17])[N:12]=2)[C:5](=[O:9])[N:6]([CH3:8])[N:7]=1)(=[O:20])[CH3:19]. The yield is 0.470. (2) The reactants are Br[C:2]1[CH:3]=[C:4]2[C:9](=[CH:10][CH:11]=1)[N:8]([C:12]1[C:16]3[CH2:17][N:18]([C:21](=[O:23])[CH3:22])[CH2:19][CH2:20][C:15]=3[N:14]([CH:24]3[CH2:29][CH2:28][O:27][CH2:26][CH2:25]3)[N:13]=1)[CH2:7][CH2:6][CH2:5]2.BrN1C(=O)CCC1=O. The catalyst is C(Cl)Cl. The product is [N:8]1([C:12]2[C:16]3[CH2:17][N:18]([C:21](=[O:23])[CH3:22])[CH2:19][CH2:20][C:15]=3[N:14]([CH:24]3[CH2:29][CH2:28][O:27][CH2:26][CH2:25]3)[N:13]=2)[C:9]2[C:4](=[CH:3][CH:2]=[CH:11][CH:10]=2)[CH2:5][CH2:6][CH2:7]1. The yield is 0.900. (3) The reactants are [Cl:1][C:2]1[CH:7]=[C:6]([N+:8]([O-])=O)[C:5]([S:11][CH3:12])=[CH:4][C:3]=1[O:13][CH3:14].C(O)(=O)C.C([O-])([O-])=O.[Na+].[Na+]. The catalyst is O.[Fe]. The product is [Cl:1][C:2]1[C:3]([O:13][CH3:14])=[CH:4][C:5]([S:11][CH3:12])=[C:6]([CH:7]=1)[NH2:8]. The yield is 0.710. (4) The reactants are [Cl:1][C:2]1[N:7]=[CH:6][C:5]([O:8][C:9]2[CH:10]=[C:11]([NH2:15])[CH:12]=[CH:13][CH:14]=2)=[CH:4][C:3]=1[F:16].Br[CH2:18][CH2:19][O:20][CH2:21][CH2:22]Br.C(N(C(C)C)CC)(C)C. The catalyst is C1(C)C=CC=CC=1.C(OCC)(=O)C. The product is [Cl:1][C:2]1[N:7]=[CH:6][C:5]([O:8][C:9]2[CH:10]=[C:11]([N:15]3[CH2:22][CH2:21][O:20][CH2:19][CH2:18]3)[CH:12]=[CH:13][CH:14]=2)=[CH:4][C:3]=1[F:16]. The yield is 0.480. (5) The reactants are [C:1]([N:8]1[CH2:13][CH:12]=[C:11](OS(C(F)(F)F)(=O)=O)[CH2:10][CH2:9]1)([O:3][C:4]([CH3:7])([CH3:6])[CH3:5])=[O:2].C(N(CC)CC)C.[CH3:29][OH:30].CN(C)[CH:33]=[O:34]. The catalyst is C([O-])(=O)C.[Pd+2].C([O-])(=O)C.C1(P(C2C=CC=CC=2)C2C=CC=CC=2)C=CC=CC=1. The product is [C:1]([N:8]1[CH2:13][CH:12]=[C:11]([C:29]([O:34][CH3:33])=[O:30])[CH2:10][CH2:9]1)([O:3][C:4]([CH3:7])([CH3:6])[CH3:5])=[O:2]. The yield is 0.650. (6) The reactants are [CH2:1]([O:3][C:4]1[CH:9]=[C:8]([CH:10]2[CH2:15][CH2:14][N:13]([CH2:16][CH2:17][S:18]([CH3:21])(=[O:20])=[O:19])[CH2:12][CH2:11]2)[CH:7]=[CH:6][C:5]=1[NH:22]C(=O)C(F)(F)F)[CH3:2].[Li+].[OH-]. The catalyst is C1COCC1.O. The product is [CH2:1]([O:3][C:4]1[CH:9]=[C:8]([CH:10]2[CH2:15][CH2:14][N:13]([CH2:16][CH2:17][S:18]([CH3:21])(=[O:20])=[O:19])[CH2:12][CH2:11]2)[CH:7]=[CH:6][C:5]=1[NH2:22])[CH3:2]. The yield is 0.940. (7) The reactants are [CH2:1]1[CH:10]2[N:5]([CH2:6][CH2:7][CH2:8][CH2:9]2)[CH2:4][CH:3]([CH2:11][OH:12])[CH2:2]1.[CH3:13][S:14](Cl)(=[O:16])=[O:15]. The catalyst is ClCCl. The product is [CH3:13][S:14]([O:12][CH2:11][CH:3]1[CH2:4][N:5]2[CH:10]([CH2:9][CH2:8][CH2:7][CH2:6]2)[CH2:1][CH2:2]1)(=[O:16])=[O:15]. The yield is 0.910.